Dataset: Reaction yield outcomes from USPTO patents with 853,638 reactions. Task: Predict the reaction yield, written as a fraction of the theoretical maximum amount of product (1.0 means a 100% yield; for example, 0.34 means a 34% yield). (1) The reactants are [Cl:1][C:2]1[CH:7]=[CH:6][CH:5]=[CH:4][C:3]=1[C:8]1[N:9]=[N:10][N:11](S(C2C=CC(C)=CC=2)(=O)=O)[CH:12]=1.[Mg]. The catalyst is CO.C(Cl)Cl. The product is [Cl:1][C:2]1[CH:7]=[CH:6][CH:5]=[CH:4][C:3]=1[C:8]1[N:9]=[N:10][NH:11][CH:12]=1. The yield is 0.420. (2) The reactants are F[C:2]1[C:11]([N+:12]([O-:14])=[O:13])=[CH:10][CH:9]=[CH:8][C:3]=1[C:4]([O:6][CH3:7])=[O:5].C(=O)([O-])[O-].[K+].[K+].[CH3:21][NH2:22].C1COCC1. The catalyst is C(Cl)Cl.O. The product is [CH3:21][NH:22][C:2]1[C:11]([N+:12]([O-:14])=[O:13])=[CH:10][CH:9]=[CH:8][C:3]=1[C:4]([O:6][CH3:7])=[O:5]. The yield is 0.950.